Dataset: Forward reaction prediction with 1.9M reactions from USPTO patents (1976-2016). Task: Predict the product of the given reaction. (1) Given the reactants [CH:1]([C:4]1[CH:9]=[CH:8][C:7]([S:10]([NH:13][C:14]2[CH:15]=[N:16][C:17]3[CH2:18][CH2:19][CH2:20][CH:21]([NH:24][C:25](=O)[CH2:26][CH3:27])[C:22]=3[CH:23]=2)(=[O:12])=[O:11])=[CH:6][CH:5]=1)([CH3:3])[CH3:2].B.C1COCC1, predict the reaction product. The product is: [CH:1]([C:4]1[CH:9]=[CH:8][C:7]([S:10]([NH:13][C:14]2[CH:15]=[N:16][C:17]3[CH2:18][CH2:19][CH2:20][CH:21]([NH:24][CH2:25][CH2:26][CH3:27])[C:22]=3[CH:23]=2)(=[O:12])=[O:11])=[CH:6][CH:5]=1)([CH3:3])[CH3:2]. (2) Given the reactants [N:1]1[CH:6]=[CH:5][CH:4]=[N:3][C:2]=1[C:7]1[CH:8]=[C:9]([CH:12]=[CH:13][CH:14]=1)[CH:10]=O.N1(C2C=C[C:23]([CH:24]=[O:25])=CC=2)C=CC=N1, predict the reaction product. The product is: [N:1]1[CH:6]=[CH:5][CH:4]=[N:3][C:2]=1[C:7]1[CH:8]=[C:9](/[CH:10]=[CH:23]/[CH:24]=[O:25])[CH:12]=[CH:13][CH:14]=1. (3) Given the reactants [CH2:1]([N:8]1[CH2:35][CH2:34][C:11]2([O:15][CH2:14][C:13]([NH:16][CH2:17][C:18]3[C:23]([C:24]([F:27])([F:26])[F:25])=[CH:22][CH:21]=[CH:20][C:19]=3[F:28])=[C:12]2[C:29]([O:31][CH2:32][CH3:33])=[O:30])[CH2:10][CH2:9]1)[C:2]1[CH:7]=[CH:6][CH:5]=[CH:4][CH:3]=1.C(=O)=[N:37][C:38](Cl)=[O:39].C(=O)(O)[O-].[Na+], predict the reaction product. The product is: [CH2:1]([N:8]1[CH2:9][CH2:10][C:11]2([O:15][CH2:14][C:13]([N:16]([CH2:17][C:18]3[C:23]([C:24]([F:25])([F:26])[F:27])=[CH:22][CH:21]=[CH:20][C:19]=3[F:28])[C:38]([NH2:37])=[O:39])=[C:12]2[C:29]([O:31][CH2:32][CH3:33])=[O:30])[CH2:34][CH2:35]1)[C:2]1[CH:3]=[CH:4][CH:5]=[CH:6][CH:7]=1.